From a dataset of CYP3A4 inhibition data for predicting drug metabolism from PubChem BioAssay. Regression/Classification. Given a drug SMILES string, predict its absorption, distribution, metabolism, or excretion properties. Task type varies by dataset: regression for continuous measurements (e.g., permeability, clearance, half-life) or binary classification for categorical outcomes (e.g., BBB penetration, CYP inhibition). Dataset: cyp3a4_veith. (1) The compound is O=c1ccc2cc(O[C@H]3O[C@@H](CO)[C@@H](O)[C@@H](O)[C@@H]3O)c(O)cc2o1. The result is 0 (non-inhibitor). (2) The compound is CCc1ccccc1N1C(=O)c2cccc3c(N4CCOCC4)c([N+](=O)[O-])cc(c23)C1=O. The result is 0 (non-inhibitor). (3) The molecule is O=C(c1csnn1)N1CCC2(CC1)CCN(c1ncccn1)CC2. The result is 0 (non-inhibitor). (4) The drug is c1ccc2c(c1)c1ccccc1n2Cn1c2ccccc2c2ccccc21. The result is 0 (non-inhibitor). (5) The drug is CC[C@]1([C@H]2O[C@@H]([C@@H]3O[C@](O)(CO)[C@@H](C)C[C@H]3C)C[C@H]2C)CC[C@@H]([C@]2(C)CC[C@@]3(C[C@@H](O)[C@@H](C)[C@@H]([C@H](C)[C@H](OC)[C@H](C)C(=O)[O-])O3)O2)O1.[Na+]. The result is 0 (non-inhibitor). (6) The drug is COc1ccc(C2C(Oc3ccccc3)C(=O)N2c2cc(C)ccc2C)cc1OC. The result is 1 (inhibitor). (7) The drug is O=C(NNc1nc2ccccc2s1)c1ccccc1F. The result is 0 (non-inhibitor). (8) The compound is CC(C)c1cccc2nc3c(c([Si](C)(C)C(C)(C)C)c12)Cn1c-3cccc1=O. The result is 1 (inhibitor).